This data is from Full USPTO retrosynthesis dataset with 1.9M reactions from patents (1976-2016). The task is: Predict the reactants needed to synthesize the given product. Given the product [Cl:61][C:7]1[CH:2]=[C:3]([NH:8][C:9](=[S:35])[NH:10][C:11]2[CH:16]=[CH:15][C:14]([C:17]3[CH:18]=[C:19]4[C:23](=[CH:24][CH:25]=3)[C:22](=[O:26])[N:21]([C@@H:27]([CH:32]([CH3:34])[CH3:33])[C:28]([O:30][CH3:31])=[O:29])[CH2:20]4)=[CH:13][CH:12]=2)[CH:4]=[CH:5][CH:6]=1, predict the reactants needed to synthesize it. The reactants are: F[C:2]1[CH:7]=[CH:6][CH:5]=[CH:4][C:3]=1[NH:8][C:9](=[S:35])[NH:10][C:11]1[CH:16]=[CH:15][C:14]([C:17]2[CH:18]=[C:19]3[C:23](=[CH:24][CH:25]=2)[C:22](=[O:26])[N:21]([C@@H:27]([CH:32]([CH3:34])[CH3:33])[C:28]([O:30][CH3:31])=[O:29])[CH2:20]3)=[CH:13][CH:12]=1.NC1C=CC(C2C=C3C(=CC=2)C(=O)N([C@@H](C(C)C)C(OC)=O)C3)=CC=1.[Cl:61]C1C=C(N=C=S)C=CC=1.